Dataset: Catalyst prediction with 721,799 reactions and 888 catalyst types from USPTO. Task: Predict which catalyst facilitates the given reaction. (1) Reactant: [CH2:1]1[CH2:6][C@H:5]([C:7]([OH:9])=[O:8])[CH2:4][CH2:3][C@H:2]1[CH2:10][NH2:11].[C:12]([O:20][CH:21]([O:23][C:24](ON1C(=O)CCC1=O)=[O:25])[CH3:22])(=[O:19])[C:13]1[CH:18]=[CH:17][CH:16]=[CH:15][CH:14]=1. Product: [C:12]([O:20][CH:21]([O:23][C:24]([NH:11][CH2:10][C@H:2]1[CH2:3][CH2:4][C@H:5]([C:7]([OH:9])=[O:8])[CH2:6][CH2:1]1)=[O:25])[CH3:22])(=[O:19])[C:13]1[CH:18]=[CH:17][CH:16]=[CH:15][CH:14]=1. The catalyst class is: 761. (2) Reactant: [Cl:1][C:2]1[N:7]=[C:6](Cl)[CH:5]=[CH:4][N:3]=1.[OH:9][C:10]1[CH:11]=[C:12]2[C:16](=[CH:17][CH:18]=1)[NH:15][C:14]([CH3:19])=[CH:13]2.CCN(CC)CC. Product: [Cl:1][C:2]1[N:7]=[C:6]([O:9][C:10]2[CH:11]=[C:12]3[C:16](=[CH:17][CH:18]=2)[NH:15][C:14]([CH3:19])=[CH:13]3)[CH:5]=[CH:4][N:3]=1. The catalyst class is: 14. (3) Reactant: [C:1]1([C:7]2[N:8]=[CH:9][C:10]([NH:19][CH3:20])=[N:11][C:12]=2[C:13]2[CH:18]=[CH:17][CH:16]=[CH:15][CH:14]=2)[CH:6]=[CH:5][CH:4]=[CH:3][CH:2]=1.[H-].[Na+].[CH3:23][O:24][C:25](=[O:33])[CH2:26][O:27][CH2:28][CH2:29][CH2:30][CH2:31]Br. Product: [CH3:23][O:24][C:25](=[O:33])[CH2:26][O:27][CH2:28][CH2:29][CH2:30][CH2:31][N:19]([C:10]1[CH:9]=[N:8][C:7]([C:1]2[CH:6]=[CH:5][CH:4]=[CH:3][CH:2]=2)=[C:12]([C:13]2[CH:18]=[CH:17][CH:16]=[CH:15][CH:14]=2)[N:11]=1)[CH3:20]. The catalyst class is: 9. (4) Reactant: [CH:1]1([CH2:4][N:5]2[C:9]3[CH:10]=[CH:11][C:12]([C:16]4[CH:30]=[CH:29][C:19]([CH2:20][N:21]5[CH2:25][C:24](=[O:26])[N:23]([CH3:27])[C:22]5=[O:28])=[CH:18][CH:17]=4)=[C:13]([CH:14]=C)[C:8]=3[N:7]=[N:6]2)[CH2:3][CH2:2]1.C[OH:32]. Product: [CH:1]1([CH2:4][N:5]2[C:9]3[CH:10]=[CH:11][C:12]([C:16]4[CH:17]=[CH:18][C:19]([CH2:20][N:21]5[CH2:25][C:24](=[O:26])[N:23]([CH3:27])[C:22]5=[O:28])=[CH:29][CH:30]=4)=[C:13]([CH:14]=[O:32])[C:8]=3[N:7]=[N:6]2)[CH2:3][CH2:2]1. The catalyst class is: 4. (5) Reactant: B(Br)(Br)Br.C[O:6][C:7]1[CH:19]=[CH:18][C:10]([C:11]([C:13]2[CH:17]=[CH:16][O:15][N:14]=2)=[O:12])=[CH:9][CH:8]=1.CO. Product: [OH:6][C:7]1[CH:19]=[CH:18][C:10]([C:11]([C:13]2[CH:17]=[CH:16][O:15][N:14]=2)=[O:12])=[CH:9][CH:8]=1. The catalyst class is: 4.